This data is from Reaction yield outcomes from USPTO patents with 853,638 reactions. The task is: Predict the reaction yield, written as a fraction of the theoretical maximum amount of product (1.0 means a 100% yield; for example, 0.34 means a 34% yield). (1) The reactants are [C:1]([N:8]1[CH2:16][CH2:15][CH:11]([C:12]([OH:14])=O)[CH2:10][CH2:9]1)([O:3][C:4]([CH3:7])([CH3:6])[CH3:5])=[O:2].CN(C(ON1N=NC2C=CC=NC1=2)=[N+](C)C)C.F[P-](F)(F)(F)(F)F.CCN(C(C)C)C(C)C.[C:50]([NH:57][CH2:58][CH2:59][NH2:60])([O:52][C:53]([CH3:56])([CH3:55])[CH3:54])=[O:51]. The catalyst is CN(C=O)C. The product is [C:4]([O:3][C:1]([N:8]1[CH2:9][CH2:10][CH:11]([C:12](=[O:14])[NH:60][CH2:59][CH2:58][NH:57][C:50]([O:52][C:53]([CH3:56])([CH3:55])[CH3:54])=[O:51])[CH2:15][CH2:16]1)=[O:2])([CH3:5])([CH3:6])[CH3:7]. The yield is 0.960. (2) The yield is 0.430. The product is [Cl:1][C:2]1[C:3]2[N:13]=[CH:22][NH:10][C:4]=2[CH:5]=[C:6]([Cl:9])[C:7]=1[Cl:8]. The catalyst is C(O)(=O)C. The reactants are [Cl:1][C:2]1[C:7]([Cl:8])=[C:6]([Cl:9])[CH:5]=[C:4]([N+:10]([O-])=O)[C:3]=1[NH2:13].S(S([O-])=O)([O-])=O.[Na+].[Na+].[CH:22](OC)(OC)OC.CN(C=O)C.